Dataset: Reaction yield outcomes from USPTO patents with 853,638 reactions. Task: Predict the reaction yield, written as a fraction of the theoretical maximum amount of product (1.0 means a 100% yield; for example, 0.34 means a 34% yield). (1) The reactants are C(OC([NH:8][CH2:9][C:10]1[C:11]([C:34]2[CH:39]=[CH:38][C:37]([CH3:40])=[CH:36][CH:35]=2)=[C:12]([CH2:21][O:22][C:23]2[CH:28]=[CH:27][C:26]([CH2:29][C:30]([O:32][CH3:33])=[O:31])=[CH:25][CH:24]=2)[C:13]([CH3:20])=[N:14][C:15]=1[CH2:16][CH:17]([CH3:19])[CH3:18])=O)(C)(C)C. The catalyst is FC(F)(F)C(O)=O. The product is [NH2:8][CH2:9][C:10]1[C:11]([C:34]2[CH:39]=[CH:38][C:37]([CH3:40])=[CH:36][CH:35]=2)=[C:12]([CH2:21][O:22][C:23]2[CH:28]=[CH:27][C:26]([CH2:29][C:30]([O:32][CH3:33])=[O:31])=[CH:25][CH:24]=2)[C:13]([CH3:20])=[N:14][C:15]=1[CH2:16][CH:17]([CH3:18])[CH3:19]. The yield is 0.650. (2) The reactants are Cl[C:2]1[N:3]=[CH:4][CH:5]=[C:6]2[CH:10]=[CH:9][NH:8][C:7]=12.[C:11]([NH2:14])(=[O:13])[CH3:12]. No catalyst specified. The product is [NH:8]1[C:7]2=[C:2]([NH:14][C:11](=[O:13])[CH3:12])[N:3]=[CH:4][CH:5]=[C:6]2[CH:10]=[CH:9]1. The yield is 0.0869.